Predict the product of the given reaction. From a dataset of Forward reaction prediction with 1.9M reactions from USPTO patents (1976-2016). (1) Given the reactants [H-].C([Al+]CC(C)C)C(C)C.C(O[C:14](=O)[CH:15]([C:21]([CH3:24])([CH3:23])C)[C:16]([O:18][CH2:19][CH3:20])=[O:17])C.[F:26][C:27]1[CH:34]=[CH:33][C:30]([CH2:31][NH2:32])=[CH:29][CH:28]=1.C([BH3-])#N.[Na+], predict the reaction product. The product is: [CH2:19]([O:18][C:16](=[O:17])[CH:15]([CH2:14][NH:32][CH2:31][C:30]1[CH:33]=[CH:34][C:27]([F:26])=[CH:28][CH:29]=1)[CH:21]([CH3:23])[CH3:24])[CH3:20]. (2) Given the reactants [C:1]([O:5][C:6]([NH:8][C:9]1[CH:14]=[CH:13][C:12]([C:15]2[S:16][CH:17]=[CH:18][CH:19]=2)=[CH:11][C:10]=1[NH:20][C:21]([C:23]1[CH:32]=[CH:31][C:26]([C:27]([O:29]C)=[O:28])=[CH:25][CH:24]=1)=[O:22])=[O:7])([CH3:4])([CH3:3])[CH3:2].O.CO.[Li+].[OH-], predict the reaction product. The product is: [C:1]([O:5][C:6]([NH:8][C:9]1[CH:14]=[CH:13][C:12]([C:15]2[S:16][CH:17]=[CH:18][CH:19]=2)=[CH:11][C:10]=1[NH:20][C:21]([C:23]1[CH:24]=[CH:25][C:26]([C:27]([OH:29])=[O:28])=[CH:31][CH:32]=1)=[O:22])=[O:7])([CH3:4])([CH3:2])[CH3:3].